From a dataset of Reaction yield outcomes from USPTO patents with 853,638 reactions. Predict the reaction yield, written as a fraction of the theoretical maximum amount of product (1.0 means a 100% yield; for example, 0.34 means a 34% yield). (1) The reactants are Br[C:2]1[C:7]([Br:8])=[CH:6][N:5]=[C:4]([C:9]2[CH:14]=[CH:13][CH:12]=[CH:11][CH:10]=2)[N:3]=1.[CH:15]1([C:18]2[CH:22]=[C:21]([NH2:23])[NH:20][N:19]=2)[CH2:17][CH2:16]1. The catalyst is CCCCO. The product is [Br:8][C:7]1[C:2]([NH:23][C:21]2[CH:22]=[C:18]([CH:15]3[CH2:17][CH2:16]3)[NH:19][N:20]=2)=[N:3][C:4]([C:9]2[CH:14]=[CH:13][CH:12]=[CH:11][CH:10]=2)=[N:5][CH:6]=1. The yield is 0.641. (2) The reactants are [F:1][C:2]1[CH:7]=[CH:6][C:5]([C@@H:8]([O:49][Si:50]([CH3:56])([CH3:55])[C:51]([CH3:54])([CH3:53])[CH3:52])[CH2:9][S:10][C@H:11]([C@H:26]([NH:41][C:42]2[CH:47]=[CH:46][C:45]([I:48])=[CH:44][CH:43]=2)[C:27]2[CH:32]=[CH:31][C:30]([O:33][Si:34]([CH3:40])([CH3:39])[C:35]([CH3:38])([CH3:37])[CH3:36])=[CH:29][CH:28]=2)[C:12](N2[C@@H](C3C=CC=CC=3)COC2=O)=[O:13])=[CH:4][CH:3]=1.C/C(/O[Si](C)(C)C)=N\[Si](C)(C)C.[F-].C([N+](CCCC)(CCCC)CCCC)CCC.[Cl-].[NH4+]. The catalyst is COC(C)(C)C.O1CCCC1. The product is [F:1][C:2]1[CH:3]=[CH:4][C:5]([C@@H:8]([O:49][Si:50]([CH3:55])([CH3:56])[C:51]([CH3:54])([CH3:52])[CH3:53])[CH2:9][S:10][C@@H:11]2[C@@H:26]([C:27]3[CH:28]=[CH:29][C:30]([O:33][Si:34]([CH3:39])([CH3:40])[C:35]([CH3:37])([CH3:38])[CH3:36])=[CH:31][CH:32]=3)[N:41]([C:42]3[CH:43]=[CH:44][C:45]([I:48])=[CH:46][CH:47]=3)[C:12]2=[O:13])=[CH:6][CH:7]=1. The yield is 0.440. (3) The reactants are [NH2:1][C:2]1[S:6][C:5]([Br:7])=[N:4][C:3]=1[C:8]([O:10][CH3:11])=[O:9].[C:12](O[C:12]([O:14][C:15]([CH3:18])([CH3:17])[CH3:16])=[O:13])([O:14][C:15]([CH3:18])([CH3:17])[CH3:16])=[O:13].C(N(CC)CC)C. The catalyst is C1COCC1.CN(C1C=CN=CC=1)C.CCOC(C)=O. The product is [Br:7][C:5]1[S:6][C:2]([NH:1][C:12]([O:14][C:15]([CH3:18])([CH3:17])[CH3:16])=[O:13])=[C:3]([C:8]([O:10][CH3:11])=[O:9])[N:4]=1. The yield is 0.720. (4) The reactants are [F:1][C:2]1[CH:3]=[C:4]([NH:22][C:23](=[O:35])[C:24]([NH:26][CH2:27][CH2:28][C:29]2[CH:34]=[CH:33][CH:32]=[CH:31][CH:30]=2)=[O:25])[CH:5]=[CH:6][C:7]=1[O:8][C:9]1[C:18]2[C:13](=[CH:14][C:15]([OH:21])=[C:16]([O:19][CH3:20])[CH:17]=2)[N:12]=[CH:11][CH:10]=1.Cl.Cl[CH2:38][CH2:39][CH2:40][N:41]1[CH2:46][CH2:45][O:44][CH2:43][CH2:42]1.C(=O)([O-])[O-].[K+].[K+]. The catalyst is CN(C=O)C. The product is [F:1][C:2]1[CH:3]=[C:4]([NH:22][C:23](=[O:35])[C:24]([NH:26][CH2:27][CH2:28][C:29]2[CH:30]=[CH:31][CH:32]=[CH:33][CH:34]=2)=[O:25])[CH:5]=[CH:6][C:7]=1[O:8][C:9]1[C:18]2[C:13](=[CH:14][C:15]([O:21][CH2:38][CH2:39][CH2:40][N:41]3[CH2:46][CH2:45][O:44][CH2:43][CH2:42]3)=[C:16]([O:19][CH3:20])[CH:17]=2)[N:12]=[CH:11][CH:10]=1. The yield is 0.740. (5) The reactants are [C-:1]#[N:2].[Na+].CC1C=CC(S(O[CH2:15][CH2:16][CH2:17][CH2:18][CH2:19][CH2:20][CH2:21][CH2:22][CH2:23][O:24][C:25]2[CH:30]=[CH:29][CH:28]=[C:27]([C:31]([NH2:33])=[O:32])[CH:26]=2)(=O)=O)=CC=1. The catalyst is O.CCO. The product is [C:1]([CH2:15][CH2:16][CH2:17][CH2:18][CH2:19][CH2:20][CH2:21][CH2:22][CH2:23][O:24][C:25]1[CH:26]=[C:27]([C:31]([NH2:33])=[O:32])[CH:28]=[CH:29][CH:30]=1)#[N:2]. The yield is 0.210. (6) The reactants are [Cl:1][C:2]1[C:3]([O:12][C:13]2[CH:18]=[C:17]([O:19][CH2:20][CH2:21][OH:22])[CH:16]=[CH:15][C:14]=2/[CH:23]=[CH:24]/[C:25]([NH:27][S:28]([CH2:31][CH2:32][CH2:33][CH2:34][CH3:35])(=[O:30])=[O:29])=[O:26])=[N:4][CH:5]=[C:6]([C:8]([F:11])([F:10])[F:9])[CH:7]=1.[C:36](OC(=O)C)(=[O:38])[CH3:37].C(=O)([O-])O.[Na+]. The catalyst is N1C=CC=CC=1. The product is [C:36]([O:22][CH2:21][CH2:20][O:19][C:17]1[CH:16]=[CH:15][C:14](/[CH:23]=[CH:24]/[C:25](=[O:26])[NH:27][S:28]([CH2:31][CH2:32][CH2:33][CH2:34][CH3:35])(=[O:30])=[O:29])=[C:13]([O:12][C:3]2[C:2]([Cl:1])=[CH:7][C:6]([C:8]([F:9])([F:11])[F:10])=[CH:5][N:4]=2)[CH:18]=1)(=[O:38])[CH3:37]. The yield is 0.870.